Dataset: Peptide-MHC class I binding affinity with 185,985 pairs from IEDB/IMGT. Task: Regression. Given a peptide amino acid sequence and an MHC pseudo amino acid sequence, predict their binding affinity value. This is MHC class I binding data. (1) The peptide sequence is LQRFSVAPM. The MHC is HLA-A26:03 with pseudo-sequence HLA-A26:03. The binding affinity (normalized) is 0.0847. (2) The peptide sequence is AENLYVTVF. The MHC is HLA-B45:01 with pseudo-sequence HLA-B45:01. The binding affinity (normalized) is 0.609. (3) The peptide sequence is FVSCDFTIV. The MHC is HLA-A02:06 with pseudo-sequence HLA-A02:06. The binding affinity (normalized) is 0.984. (4) The peptide sequence is QREPWDEWV. The MHC is Mamu-B03 with pseudo-sequence Mamu-B03. The binding affinity (normalized) is 0.159. (5) The peptide sequence is FSPWNEDYI. The MHC is H-2-Kb with pseudo-sequence H-2-Kb. The binding affinity (normalized) is 0.450. (6) The peptide sequence is YFLKIKVTA. The MHC is HLA-A02:01 with pseudo-sequence HLA-A02:01. The binding affinity (normalized) is 0.191. (7) The peptide sequence is KQIVIINPM. The MHC is HLA-A03:01 with pseudo-sequence HLA-A03:01. The binding affinity (normalized) is 0.0847.